Dataset: Catalyst prediction with 721,799 reactions and 888 catalyst types from USPTO. Task: Predict which catalyst facilitates the given reaction. (1) Reactant: ClC(O[C:6](=[O:12])OC(Cl)(Cl)Cl)(Cl)Cl.[C:13]([C:17]1[CH:18]=[C:19]([CH:22]=[CH:23][CH:24]=1)[CH2:20][NH2:21])([CH3:16])([CH3:15])[CH3:14].CC[N:27](C(C)C)C(C)C. Product: [C:13]([C:17]1[CH:24]=[CH:23][CH:22]=[C:19]([CH2:20][N:21]=[C:6]=[O:12])[CH:18]=1)([CH3:16])([CH3:14])[CH3:15].[NH3:27]. The catalyst class is: 2. (2) Reactant: Br[C:2]1[CH:3]=[CH:4][C:5]2[N:6]([C:8]([C:11]3[CH:16]=[CH:15][CH:14]=[CH:13][C:12]=3[Cl:17])=[N:9][N:10]=2)[CH:7]=1.C([Mg]Cl)(C)C.[CH3:23][C:24]1[CH:31]=[CH:30][C:27]([CH:28]=[O:29])=[CH:26][CH:25]=1. Product: [Cl:17][C:12]1[CH:13]=[CH:14][CH:15]=[CH:16][C:11]=1[C:8]1[N:6]2[CH:7]=[C:2]([CH:28]([C:27]3[CH:30]=[CH:31][C:24]([CH3:23])=[CH:25][CH:26]=3)[OH:29])[CH:3]=[CH:4][C:5]2=[N:10][N:9]=1. The catalyst class is: 1.